This data is from Catalyst prediction with 721,799 reactions and 888 catalyst types from USPTO. The task is: Predict which catalyst facilitates the given reaction. (1) Reactant: Cl.[CH2:2]([C:4]1[S:24][C:7]2[N:8]=[C:9]([S:18][CH2:19][C:20]([O:22][CH3:23])=[O:21])[N:10]=[C:11]([N:12]3[CH2:17][CH2:16][NH:15][CH2:14][CH2:13]3)[C:6]=2[CH:5]=1)[CH3:3].C(N(C(C)C)CC)(C)C.[CH:34]1([CH2:39][CH2:40][C:41](Cl)=[O:42])[CH2:38][CH2:37][CH2:36][CH2:35]1. Product: [CH:34]1([CH2:39][CH2:40][C:41]([N:15]2[CH2:16][CH2:17][N:12]([C:11]3[C:6]4[CH:5]=[C:4]([CH2:2][CH3:3])[S:24][C:7]=4[N:8]=[C:9]([S:18][CH2:19][C:20]([O:22][CH3:23])=[O:21])[N:10]=3)[CH2:13][CH2:14]2)=[O:42])[CH2:38][CH2:37][CH2:36][CH2:35]1. The catalyst class is: 3. (2) Reactant: [CH2:1]([O:5][C:6]1[CH:11]=[CH:10][C:9]([S:12]([NH:15][CH:16]([CH2:21]O)[C:17]([O:19][CH3:20])=[O:18])(=[O:14])=[O:13])=[CH:8][CH:7]=1)[C:2]#[C:3][CH3:4].C1(P(C2C=CC=CC=2)C2C=CC=CC=2)C=CC=CC=1.CCOC(/N=N/C(OCC)=O)=O. Product: [CH2:1]([O:5][C:6]1[CH:11]=[CH:10][C:9]([S:12]([N:15]2[CH2:21][CH:16]2[C:17]([O:19][CH3:20])=[O:18])(=[O:14])=[O:13])=[CH:8][CH:7]=1)[C:2]#[C:3][CH3:4]. The catalyst class is: 1.